From a dataset of Full USPTO retrosynthesis dataset with 1.9M reactions from patents (1976-2016). Predict the reactants needed to synthesize the given product. (1) Given the product [NH2:7][CH2:8][CH2:9][NH:10][C:11]([C:13]1[S:36][C:16]2=[CH:17][CH:18]=[C:19]3[C:24]([N:23]=[C:22]([NH:25][C:26]4[CH:31]=[CH:30][CH:29]=[C:28]([S:32](=[O:34])(=[O:35])[NH2:33])[CH:27]=4)[N:21]=[CH:20]3)=[C:15]2[CH:14]=1)=[O:12], predict the reactants needed to synthesize it. The reactants are: C(OC(=O)[NH:7][CH2:8][CH2:9][NH:10][C:11]([C:13]1[S:36][C:16]2=[CH:17][CH:18]=[C:19]3[C:24]([N:23]=[C:22]([NH:25][C:26]4[CH:31]=[CH:30][CH:29]=[C:28]([S:32](=[O:35])(=[O:34])[NH2:33])[CH:27]=4)[N:21]=[CH:20]3)=[C:15]2[CH:14]=1)=[O:12])(C)(C)C.C(O)(C(F)(F)F)=O.ClCCl.O.C(O)(C(F)(F)F)=O. (2) Given the product [Cl:45][C:41]1[CH:40]=[C:39]2[C:44]([C:35]([NH2:34])=[CH:36][CH2:37][N:38]2[C:8]([C:5]2[CH:6]=[CH:7][C:2]([Cl:1])=[CH:3][CH:4]=2)([C:16]2[CH:21]=[CH:20][C:19]([CH2:22][N:23]3[CH2:27][CH2:26][CH2:25][CH2:24]3)=[CH:18][CH:17]=2)[C:10]2[CH:15]=[CH:14][CH:13]=[CH:12][CH:11]=2)=[CH:43][CH:42]=1, predict the reactants needed to synthesize it. The reactants are: [Cl:1][C:2]1[CH:7]=[CH:6][C:5]([C:8]([C:16]2[CH:21]=[CH:20][C:19]([CH2:22][N:23]3[CH2:27][CH2:26][CH2:25][CH2:24]3)=[CH:18][CH:17]=2)([C:10]2[CH:15]=[CH:14][CH:13]=[CH:12][CH:11]=2)O)=[CH:4][CH:3]=1.O=S(Cl)Cl.[H-].[Na+].[NH2:34][C:35]1[C:44]2[C:39](=[CH:40][C:41]([Cl:45])=[CH:42][CH:43]=2)[N:38]=[CH:37][CH:36]=1. (3) The reactants are: CON(C)[C:4]([CH:6]1[CH2:9][CH2:8][CH2:7]1)=[O:5].[Cl:11][C:12]1[S:16][C:15]([Mg]Br)=[CH:14][CH:13]=1.Cl. Given the product [Cl:11][C:12]1[S:16][C:15]([C:4]([CH:6]2[CH2:9][CH2:8][CH2:7]2)=[O:5])=[CH:14][CH:13]=1, predict the reactants needed to synthesize it. (4) Given the product [CH3:1]/[C:2](=[CH:9]\[C:10]1[CH:15]=[CH:14][CH:13]=[CH:12][CH:11]=1)/[CH2:3][CH2:4][CH2:5][OH:6], predict the reactants needed to synthesize it. The reactants are: [CH3:1]/[C:2](=[CH:9]\[C:10]1[CH:15]=[CH:14][CH:13]=[CH:12][CH:11]=1)/[CH2:3][CH2:4][C:5](OC)=[O:6].[H-].[Al+3].[Li+].[H-].[H-].[H-]. (5) Given the product [Cl:13][C:14]1[CH:22]=[CH:21][C:17]([C:18]2[N:20]=[C:4]([OH:5])[C:6]3[CH2:10][CH2:9][CH2:8][C:7]=3[N:19]=2)=[CH:16][CH:15]=1, predict the reactants needed to synthesize it. The reactants are: C(O[C:4]([CH:6]1[CH2:10][CH2:9][CH2:8][C:7]1=O)=[O:5])C.Cl.[Cl:13][C:14]1[CH:22]=[CH:21][C:17]([C:18]([NH2:20])=[NH:19])=[CH:16][CH:15]=1. (6) Given the product [C:1]([C:5]1[CH:6]=[C:7]([C:10]([NH:44][CH:42]([CH3:43])[CH2:41][C:39]2[O:40][C:36]([C:31]3[CH:32]=[CH:33][C:34]([Cl:35])=[C:29]([Cl:28])[CH:30]=3)=[CH:37][CH:38]=2)=[O:12])[NH:8][N:9]=1)([CH3:2])([CH3:3])[CH3:4], predict the reactants needed to synthesize it. The reactants are: [C:1]([C:5]1[CH:6]=[C:7]([C:10]([OH:12])=O)[NH:8][N:9]=1)([CH3:4])([CH3:3])[CH3:2].C1CCC(N=C=NC2CCCCC2)CC1.[Cl:28][C:29]1[CH:30]=[C:31]([C:36]2[O:40][C:39]([CH2:41][CH:42]([NH2:44])[CH3:43])=[CH:38][CH:37]=2)[CH:32]=[CH:33][C:34]=1[Cl:35]. (7) Given the product [CH2:1]([O:8][C:9]1[CH:14]=[CH:13][C:12]([C:17](=[O:23])[CH2:18][CH2:19][C:20]([OH:22])=[O:21])=[C:11]([CH3:16])[CH:10]=1)[C:2]1[CH:7]=[CH:6][CH:5]=[CH:4][CH:3]=1, predict the reactants needed to synthesize it. The reactants are: [CH2:1]([O:8][C:9]1[CH:14]=[CH:13][C:12](Br)=[C:11]([CH3:16])[CH:10]=1)[C:2]1[CH:7]=[CH:6][CH:5]=[CH:4][CH:3]=1.[C:17]1(=[O:23])[O:22][C:20](=[O:21])[CH2:19][CH2:18]1.